Dataset: Forward reaction prediction with 1.9M reactions from USPTO patents (1976-2016). Task: Predict the product of the given reaction. (1) The product is: [Br:1][C:2]1[CH:3]=[CH:4][CH:5]=[C:6]2[C:11]=1[NH:10][C:9](=[O:12])[C:8]([CH3:13])=[N:7]2. Given the reactants [Br:1][C:2]1[CH:3]=[CH:4][CH:5]=[C:6]2[C:11]=1[NH:10][C:9](=[O:12])[C@H:8]([CH3:13])[NH:7]2.[OH-].[Na+].OO.Cl, predict the reaction product. (2) Given the reactants [I:1][C:2]1[N:11]=[C:10]2[N:4]([CH2:5][CH2:6][C:7]3[CH:23]=[CH:22][CH:21]=[CH:20][C:8]=3[CH:9]2[O:12][CH:13]2[CH2:18][CH2:17][N:16]([CH3:19])[CH2:15][CH2:14]2)[C:3]=1[C:24]#[N:25].[OH-].[Na+].OO.[O-:30]S([O-])(=S)=O.[Na+].[Na+], predict the reaction product. The product is: [I:1][C:2]1[N:11]=[C:10]2[N:4]([CH2:5][CH2:6][C:7]3[CH:23]=[CH:22][CH:21]=[CH:20][C:8]=3[CH:9]2[O:12][CH:13]2[CH2:14][CH2:15][N:16]([CH3:19])[CH2:17][CH2:18]2)[C:3]=1[C:24]([NH2:25])=[O:30]. (3) Given the reactants C([O:3][C:4](=[O:34])[CH2:5][N:6]([C:13]1[CH:18]=[C:17]([Cl:19])[C:16]([O:20][C:21]2[CH:26]=[CH:25][C:24]([O:27]C)=[C:23]([CH:29]([CH2:31][CH3:32])[CH3:30])[CH:22]=2)=[C:15]([Cl:33])[CH:14]=1)[CH2:7][C:8]([O:10]CC)=[O:9])C.B(Br)(Br)Br, predict the reaction product. The product is: [CH:29]([C:23]1[CH:22]=[C:21]([CH:26]=[CH:25][C:24]=1[OH:27])[O:20][C:16]1[C:15]([Cl:33])=[CH:14][C:13]([N:6]([CH2:7][C:8]([OH:10])=[O:9])[CH2:5][C:4]([OH:34])=[O:3])=[CH:18][C:17]=1[Cl:19])([CH2:31][CH3:32])[CH3:30]. (4) Given the reactants [C:1]([C:4]1[CH:13]([C:14]2[CH:19]=[CH:18][C:17]([F:20])=[C:16]([Br:21])[CH:15]=2)[C:12]2[C:11](=[O:22])[NH:10][CH2:9][CH2:8][C:7]=2[NH:6][C:5]=1[CH3:23])(=[O:3])[CH3:2].BrN1C(=O)CCC1=O, predict the reaction product. The product is: [C:1]([C:4]1[CH:13]([C:14]2[CH:19]=[CH:18][C:17]([F:20])=[C:16]([Br:21])[CH:15]=2)[C:12]2[C:11](=[O:22])[NH:10][CH:9]=[CH:8][C:7]=2[NH:6][C:5]=1[CH3:23])(=[O:3])[CH3:2]. (5) The product is: [OH:3][C@H:4]([C:11]1[CH:16]=[CH:15][CH:14]=[CH:13][CH:12]=1)[C:5](=[CH2:10])[C:6]([OH:8])=[O:7]. Given the reactants [OH-].[K+].[OH:3][CH:4]([C:11]1[CH:16]=[CH:15][CH:14]=[CH:13][CH:12]=1)[C:5](=[CH2:10])[C:6]([O:8]C)=[O:7], predict the reaction product. (6) Given the reactants [C:1]([O:4][CH2:5]C(O)=O)(=[O:3])[CH3:2].ON1[C:15](=[O:16])C2C=CC=CC=2N=N1.Cl.CN(C)CCCN=C=NCC.[F:33][C:34]1[C:35]([NH:52][C:53]2[CH:58]=[CH:57][C:56]([I:59])=[CH:55][C:54]=2[F:60])=[C:36]([CH:44]=[C:45]([CH2:48][NH:49][O:50][CH3:51])[C:46]=1[F:47])[C:37]([NH:39][O:40][CH2:41][CH2:42][OH:43])=[O:38].C(N(CC)CC)C, predict the reaction product. The product is: [CH3:5][O:4][C:1](=[O:3])[CH2:2][C:15](=[O:16])[N:49]([CH2:48][C:45]1[CH:44]=[C:36]([C:37](=[O:38])[NH:39][O:40][CH2:41][CH2:42][OH:43])[C:35]([NH:52][C:53]2[CH:58]=[CH:57][C:56]([I:59])=[CH:55][C:54]=2[F:60])=[C:34]([F:33])[C:46]=1[F:47])[O:50][CH3:51].